From a dataset of Forward reaction prediction with 1.9M reactions from USPTO patents (1976-2016). Predict the product of the given reaction. Given the reactants [OH:1][CH2:2][C:3]1[N:4]=[C:5]2[C:10]([CH:11]3[CH2:16][CH2:15][O:14][CH2:13][CH2:12]3)=[N:9][CH:8]=[C:7]([C:17]3[CH:18]=[CH:19][C:20]([N:23]4[CH2:28][CH2:27][N:26]([C:29]([O:31][C:32]([CH3:35])([CH3:34])[CH3:33])=[O:30])[CH2:25][CH2:24]4)=[N:21][CH:22]=3)[N:6]2[CH:36]=1.[H-].[Na+].Cl[C:40]1[CH:49]=[CH:48][C:47]2[C:42](=[CH:43][CH:44]=[CH:45][CH:46]=2)[N:41]=1, predict the reaction product. The product is: [N:41]1[C:42]2[C:47](=[CH:46][CH:45]=[CH:44][CH:43]=2)[CH:48]=[CH:49][C:40]=1[O:1][CH2:2][C:3]1[N:4]=[C:5]2[C:10]([CH:11]3[CH2:16][CH2:15][O:14][CH2:13][CH2:12]3)=[N:9][CH:8]=[C:7]([C:17]3[CH:18]=[CH:19][C:20]([N:23]4[CH2:24][CH2:25][N:26]([C:29]([O:31][C:32]([CH3:33])([CH3:35])[CH3:34])=[O:30])[CH2:27][CH2:28]4)=[N:21][CH:22]=3)[N:6]2[CH:36]=1.